This data is from Forward reaction prediction with 1.9M reactions from USPTO patents (1976-2016). The task is: Predict the product of the given reaction. (1) Given the reactants [CH3:1][O:2][C:3]1[CH:21]=[CH:20][C:6]2[NH:7][CH2:8][CH:9]([C:12]3[CH:17]=[CH:16][C:15]([O:18][CH3:19])=[CH:14][CH:13]=3)[CH2:10][O:11][C:5]=2[CH:4]=1.[Cl:22][CH2:23][CH2:24][O:25][C:26]1[CH:34]=[CH:33][C:29]([C:30](Cl)=[O:31])=[CH:28][CH:27]=1.C(N(CC)CC)C.O, predict the reaction product. The product is: [Cl:22][CH2:23][CH2:24][O:25][C:26]1[CH:34]=[CH:33][C:29]([C:30]([N:7]2[C:6]3[CH:20]=[CH:21][C:3]([O:2][CH3:1])=[CH:4][C:5]=3[O:11][CH2:10][CH:9]([C:12]3[CH:17]=[CH:16][C:15]([O:18][CH3:19])=[CH:14][CH:13]=3)[CH2:8]2)=[O:31])=[CH:28][CH:27]=1. (2) Given the reactants [F:1][C:2]1[C:3]([C:8]([OH:10])=O)=[N:4][CH:5]=[CH:6][CH:7]=1.S(Cl)([Cl:13])=O, predict the reaction product. The product is: [F:1][C:2]1[C:3]([C:8]([Cl:13])=[O:10])=[N:4][CH:5]=[CH:6][CH:7]=1. (3) Given the reactants Cl.[CH3:2][O:3][C:4]1[CH:5]=[C:6]([C:12]2[C:13]([CH3:25])([CH3:24])[C:14](=[O:23])[N:15]([CH:17]3[CH2:22][CH2:21][NH:20][CH2:19][CH2:18]3)[N:16]=2)[CH:7]=[CH:8][C:9]=1[O:10][CH3:11].[CH:26]1([CH2:29][O:30][C:31]2[CH:32]=[C:33]([CH:37]=[CH:38][C:39]=2[O:40][CH:41]([F:43])[F:42])[C:34](O)=[O:35])[CH2:28][CH2:27]1, predict the reaction product. The product is: [CH:26]1([CH2:29][O:30][C:31]2[CH:32]=[C:33]([CH:37]=[CH:38][C:39]=2[O:40][CH:41]([F:42])[F:43])[C:34]([N:20]2[CH2:21][CH2:22][CH:17]([N:15]3[C:14](=[O:23])[C:13]([CH3:25])([CH3:24])[C:12]([C:6]4[CH:7]=[CH:8][C:9]([O:10][CH3:11])=[C:4]([O:3][CH3:2])[CH:5]=4)=[N:16]3)[CH2:18][CH2:19]2)=[O:35])[CH2:28][CH2:27]1. (4) Given the reactants [CH3:1][O:2][C:3](=[O:16])[CH2:4][N:5]1[C:13]2[C:8](=[CH:9][C:10]([F:14])=[CH:11][CH:12]=2)[CH:7]=[C:6]1[CH3:15].[CH3:17][N:18]([C:30]1[CH:35]=[CH:34][CH:33]=[CH:32][CH:31]=1)[S:19]([C:22]1[C:27]([CH:28]=O)=[CH:26][CH:25]=[CH:24][N:23]=1)(=[O:21])=[O:20], predict the reaction product. The product is: [CH3:1][O:2][C:3](=[O:16])[CH2:4][N:5]1[C:13]2[C:8](=[CH:9][C:10]([F:14])=[CH:11][CH:12]=2)[C:7]([CH2:28][C:27]2[C:22]([S:19](=[O:21])(=[O:20])[N:18]([CH3:17])[C:30]3[CH:35]=[CH:34][CH:33]=[CH:32][CH:31]=3)=[N:23][CH:24]=[CH:25][CH:26]=2)=[C:6]1[CH3:15]. (5) Given the reactants C(O[BH-](OC(=O)C)OC(=O)C)(=O)C.[Na+].[F:15][C:16]([F:27])([F:26])[O:17][C:18]1[CH:25]=[CH:24][C:21]([CH:22]=O)=[CH:20][CH:19]=1.[OH:28][CH:29]1[CH2:34][CH2:33][NH:32][CH2:31][CH2:30]1.C(=O)(O)[O-].[Na+], predict the reaction product. The product is: [F:15][C:16]([F:27])([F:26])[O:17][C:18]1[CH:25]=[CH:24][C:21]([CH2:22][N:32]2[CH2:33][CH2:34][CH:29]([OH:28])[CH2:30][CH2:31]2)=[CH:20][CH:19]=1. (6) Given the reactants C([O:4][CH2:5][C@H:6]1[O:10][C@@H:9]([N:11]2[CH:19]=[C:17]([CH3:18])[C:15](=[O:16])[N:14]([CH2:20][O:21][CH2:22][CH:23]([C:25]3[CH:30]=[CH:29][CH:28]=[CH:27][C:26]=3[N+:31]([O-:33])=[O:32])[CH3:24])[C:12]2=[O:13])[CH2:8][C@@H:7]1[OH:34])(=O)C.O.N, predict the reaction product. The product is: [N+:31]([C:26]1[CH:27]=[CH:28][CH:29]=[CH:30][C:25]=1[CH:23]([CH3:24])[CH2:22][O:21][CH2:20][N:14]1[C:15](=[O:16])[C:17]([CH3:18])=[CH:19][N:11]([C@@H:9]2[O:10][C@H:6]([CH2:5][OH:4])[C@@H:7]([OH:34])[CH2:8]2)[C:12]1=[O:13])([O-:33])=[O:32]. (7) Given the reactants [Cl:1][C:2]1[C:10]([C:11]2[CH:12]=[CH:13][C:14]([NH2:17])=[N:15][CH:16]=2)=[CH:9][C:8]2[CH2:7][CH2:6][O:5][C:4]=2[CH:3]=1.[F:18][C:19]1[CH:27]=[CH:26][CH:25]=[C:24]([F:28])[C:20]=1[C:21](Cl)=[O:22].CCN(C(C)C)C(C)C.C([O-])(O)=O.[Na+].C(Cl)Cl, predict the reaction product. The product is: [F:18][C:19]1[CH:27]=[CH:26][CH:25]=[C:24]([F:28])[C:20]=1[C:21]([NH:17][C:14]1[CH:13]=[CH:12][C:11]([C:10]2[C:2]([Cl:1])=[CH:3][C:4]3[O:5][CH2:6][CH2:7][C:8]=3[CH:9]=2)=[CH:16][N:15]=1)=[O:22]. (8) The product is: [CH:11]1[C:5]([CH2:3][CH2:2][CH2:17][OH:18])=[CH:6][C:7]([OH:12])=[C:8]([OH:9])[CH:10]=1. Given the reactants O[CH2:2][C:3]([C:5]1[CH:6]=[C:7]([OH:12])[C:8](=[CH:10][CH:11]=1)[OH:9])=O.[Na].[Cl-].[H][H].[CH3:17][OH:18], predict the reaction product. (9) The product is: [C:6]([O:9][C:10](=[O:11])[NH:1][CH2:2][CH2:3][OH:4])([CH3:8])([CH3:7])[CH3:5]. Given the reactants [NH2:1][CH2:2][CH2:3][OH:4].[CH3:5][C:6]([O:9][C:10](O[C:10]([O:9][C:6]([CH3:8])([CH3:7])[CH3:5])=[O:11])=[O:11])([CH3:8])[CH3:7].CO, predict the reaction product. (10) Given the reactants [NH2:1][CH:2]1[CH2:6][CH2:5][N:4]([C:7]2[C:8]([F:22])=[CH:9][C:10]3[C:15](=[O:16])[N:14]([OH:17])[C:13](=[O:18])[N:12]([CH2:19][CH3:20])[C:11]=3[N:21]=2)[CH2:3]1.F[C:24](F)(F)C([O-])=O, predict the reaction product. The product is: [CH2:19]([N:12]1[C:11]2[N:21]=[C:7]([N:4]3[CH2:5][CH2:6][N:1]([CH3:24])[CH2:2][CH2:3]3)[C:8]([F:22])=[CH:9][C:10]=2[C:15](=[O:16])[N:14]([OH:17])[C:13]1=[O:18])[CH3:20].